Dataset: Reaction yield outcomes from USPTO patents with 853,638 reactions. Task: Predict the reaction yield, written as a fraction of the theoretical maximum amount of product (1.0 means a 100% yield; for example, 0.34 means a 34% yield). (1) The reactants are [CH3:1][C:2]1([CH3:12])[O:6][C:5](=[CH:7][C:8](Cl)=[O:9])[C:4](=[O:11])[O:3]1.[C:13]([C:15]1[CH:16]=[C:17]([CH:22]=[CH:23][C:24]=1[F:25])[CH2:18][NH:19][O:20][CH3:21])#[N:14]. No catalyst specified. The product is [C:13]([C:15]1[CH:16]=[C:17]([CH:22]=[CH:23][C:24]=1[F:25])[CH2:18][N:19]([O:20][CH3:21])[C:8](=[O:9])[CH:7]=[C:5]1[C:4](=[O:11])[O:3][C:2]([CH3:12])([CH3:1])[O:6]1)#[N:14]. The yield is 0.970. (2) The reactants are [F:1][C:2]1[CH:7]=[CH:6][C:5]([C:8]2[C:9]([C:21]3[CH:26]=[CH:25][CH:24]=[CH:23][CH:22]=3)=[C:10]([C:18](O)=[O:19])[N:11]([CH:15]([CH3:17])[CH3:16])[C:12]=2[CH:13]=[O:14])=[CH:4][CH:3]=1.[CH3:27][O:28][C:29]1[CH:36]=[CH:35][C:32]([CH2:33][NH2:34])=[CH:31][CH:30]=1.C(N(CC)CC)C.C([O-])(O)=O.[Na+]. The catalyst is S(Cl)(Cl)=O. The product is [CH3:27][O:28][C:29]1[CH:36]=[CH:35][C:32]([CH2:33][NH:34][C:18]([C:10]2[N:11]([CH:15]([CH3:17])[CH3:16])[C:12]([CH:13]=[O:14])=[C:8]([C:5]3[CH:4]=[CH:3][C:2]([F:1])=[CH:7][CH:6]=3)[C:9]=2[C:21]2[CH:26]=[CH:25][CH:24]=[CH:23][CH:22]=2)=[O:19])=[CH:31][CH:30]=1. The yield is 0.550. (3) The reactants are [C:1]([C:3]1[CH:4]=[C:5]2[C:9](=[CH:10][CH:11]=1)[NH:8][CH:7]=[CH:6]2)#[N:2].[C:12]1(=[O:17])[CH2:16][CH2:15][CH:14]=[CH:13]1. No catalyst specified. The product is [O:17]=[C:12]1[CH2:16][CH2:15][CH:14]([C:6]2[C:5]3[C:9](=[CH:10][CH:11]=[C:3]([C:1]#[N:2])[CH:4]=3)[NH:8][CH:7]=2)[CH2:13]1. The yield is 0.820.